From a dataset of Full USPTO retrosynthesis dataset with 1.9M reactions from patents (1976-2016). Predict the reactants needed to synthesize the given product. Given the product [CH3:23][N:2]([CH3:1])[C:3]([CH:5]1[CH2:10][CH2:9][N:8]([C:11]2[CH:16]=[CH:15][N:14]=[C:13]3[N:17]([CH3:22])[CH:18]=[C:19](/[CH:20]=[C:26]4\[O:27][C:28]5[CH:33]=[CH:32][C:31]([NH:34][C:35]([NH:37][C:38]6[CH:39]=[N:40][CH:41]=[CH:42][CH:43]=6)=[O:36])=[CH:30][C:29]=5[C:25]\4=[O:24])[C:12]=23)[CH2:7][CH2:6]1)=[O:4], predict the reactants needed to synthesize it. The reactants are: [CH3:1][N:2]([CH3:23])[C:3]([CH:5]1[CH2:10][CH2:9][N:8]([C:11]2[CH:16]=[CH:15][N:14]=[C:13]3[N:17]([CH3:22])[CH:18]=[C:19]([CH:20]=O)[C:12]=23)[CH2:7][CH2:6]1)=[O:4].[O:24]=[C:25]1[C:29]2[CH:30]=[C:31]([NH:34][C:35]([NH:37][C:38]3[CH:39]=[N:40][CH:41]=[CH:42][CH:43]=3)=[O:36])[CH:32]=[CH:33][C:28]=2[O:27][CH2:26]1.Cl.